This data is from Forward reaction prediction with 1.9M reactions from USPTO patents (1976-2016). The task is: Predict the product of the given reaction. (1) The product is: [NH2:23][C:24]1[CH:25]=[CH:26][C:27]([C:30]2[CH:31]=[CH:32][C:33]([NH:36][C:37]([C:39]3[CH:44]=[C:43]([N+:45]([O-:47])=[O:46])[CH:42]=[CH:41][C:40]=3[Cl:48])=[O:38])=[CH:34][CH:35]=2)=[CH:28][CH:29]=1. Given the reactants C1(OC)C=CC=CC=1.FC(F)(F)C(O)=O.C(OC([NH:23][C:24]1[CH:29]=[CH:28][C:27]([C:30]2[CH:35]=[CH:34][C:33]([NH:36][C:37]([C:39]3[CH:44]=[C:43]([N+:45]([O-:47])=[O:46])[CH:42]=[CH:41][C:40]=3[Cl:48])=[O:38])=[CH:32][CH:31]=2)=[CH:26][CH:25]=1)=O)(C)(C)C, predict the reaction product. (2) Given the reactants [CH2:1]([S:3][C:4]1[CH:9]=[CH:8][C:7]([F:10])=[CH:6][C:5]=1[NH:11][NH2:12])[CH3:2].[F:13][C:14]([F:25])([F:24])[C:15]1[CH:16]=[C:17]([CH:21]=[CH:22][CH:23]=1)[C:18](O)=[O:19], predict the reaction product. The product is: [CH2:1]([S:3][C:4]1[CH:9]=[CH:8][C:7]([F:10])=[CH:6][C:5]=1[NH:11][NH:12][C:18](=[O:19])[C:17]1[CH:21]=[CH:22][CH:23]=[C:15]([C:14]([F:13])([F:24])[F:25])[CH:16]=1)[CH3:2]. (3) Given the reactants FC(F)(F)C(O)=O.C(OC([N:15]1[C:20]2[CH:21]=[C:22]([Cl:29])[C:23]([O:25][CH:26]([CH3:28])[CH3:27])=[CH:24][C:19]=2[O:18][CH:17]([C:30]([N:32]2[CH2:37][CH2:36][C:35]([C:46]#[N:47])([CH2:38][C:39]3[CH:44]=[CH:43][C:42]([F:45])=[CH:41][CH:40]=3)[CH2:34][CH2:33]2)=[O:31])[CH2:16]1)=O)(C)(C)C, predict the reaction product. The product is: [Cl:29][C:22]1[C:23]([O:25][CH:26]([CH3:28])[CH3:27])=[CH:24][C:19]2[O:18][CH:17]([C:30]([N:32]3[CH2:33][CH2:34][C:35]([CH2:38][C:39]4[CH:40]=[CH:41][C:42]([F:45])=[CH:43][CH:44]=4)([C:46]#[N:47])[CH2:36][CH2:37]3)=[O:31])[CH2:16][NH:15][C:20]=2[CH:21]=1. (4) Given the reactants [CH3:1][C:2]([CH:4]1[CH2:9][CH2:8][CH2:7][CH2:6][CH2:5]1)=[O:3].CO.[Br:12]Br, predict the reaction product. The product is: [Br:12][CH2:1][C:2]([CH:4]1[CH2:9][CH2:8][CH2:7][CH2:6][CH2:5]1)=[O:3]. (5) Given the reactants [CH2:1]([CH2:3][NH2:4])[OH:2].C(N(CC)CC)C.[CH3:12][O:13][C:14]1[CH:19]=[CH:18][C:17]([S:20](Cl)(=[O:22])=[O:21])=[CH:16][CH:15]=1, predict the reaction product. The product is: [OH:2][CH2:1][CH2:3][NH:4][S:20]([C:17]1[CH:16]=[CH:15][C:14]([O:13][CH3:12])=[CH:19][CH:18]=1)(=[O:22])=[O:21]. (6) Given the reactants [NH2:1][C:2]1[CH:7]=[C:6]([Cl:8])[CH:5]=[C:4]([N+:9]([O-:11])=[O:10])[C:3]=1[OH:12].[C:13](N1C=CN=C1)(N1C=CN=C1)=[O:14].Cl, predict the reaction product. The product is: [Cl:8][C:6]1[CH:5]=[C:4]([N+:9]([O-:11])=[O:10])[C:3]2[O:12][C:13](=[O:14])[NH:1][C:2]=2[CH:7]=1.